From a dataset of Full USPTO retrosynthesis dataset with 1.9M reactions from patents (1976-2016). Predict the reactants needed to synthesize the given product. (1) Given the product [CH2:18]([O:1][N:2]1[C:7]([C:8]([OH:10])=[O:9])=[CH:6][CH:5]=[CH:4][C:3]1=[O:11])[C:19]1[CH:24]=[CH:23][CH:22]=[CH:21][CH:20]=1, predict the reactants needed to synthesize it. The reactants are: [OH:1][N:2]1[C:7]([C:8]([OH:10])=[O:9])=[CH:6][CH:5]=[CH:4][C:3]1=[O:11].C(=O)([O-])[O-].[K+].[K+].[CH2:18](Cl)[C:19]1[CH:24]=[CH:23][CH:22]=[CH:21][CH:20]=1. (2) Given the product [N+:17]([CH:20]=[CH:10][C:7]1[CH:8]=[C:9]2[C:4]([CH:3]=[CH:2][NH:1]2)=[CH:5][CH:6]=1)([O-:19])=[O:18], predict the reactants needed to synthesize it. The reactants are: [NH:1]1[C:9]2[C:4](=[CH:5][CH:6]=[C:7]([CH:10]=O)[CH:8]=2)[CH:3]=[CH:2]1.C([O-])(=O)C.[NH4+].[N+:17]([CH3:20])([O-:19])=[O:18]. (3) Given the product [Cl:6][C:7]1[CH:12]=[C:11]([N+:13]([O-:15])=[O:14])[C:10]([O:1][CH2:2][CH3:3])=[CH:9][C:8]=1[O:21][CH2:20][CH3:19], predict the reactants needed to synthesize it. The reactants are: [O-:1][CH2:2][CH3:3].[Na+].[Na].[Cl:6][C:7]1[CH:12]=[C:11]([N+:13]([O-:15])=[O:14])[C:10](Cl)=[CH:9][C:8]=1Cl.C(O)(=O)[CH2:19][C:20](CC(O)=O)(C(O)=O)[OH:21]. (4) Given the product [Cl:34][C:28]1[CH:29]=[C:30]([Cl:33])[CH:31]=[CH:32][C:27]=1[CH2:26][CH2:25][NH:24][C:22]1[N:21]=[C:20]([O:35][CH3:36])[N:19]=[C:18]([C:14]2[CH:15]=[C:16]3[C:11](=[CH:12][CH:13]=2)[N:10]([CH3:37])[CH:9]([C:7]([OH:8])=[O:6])[CH2:17]3)[CH:23]=1, predict the reactants needed to synthesize it. The reactants are: O.[OH-].[Li+].C([O:6][C:7]([CH:9]1[CH2:17][C:16]2[C:11](=[CH:12][CH:13]=[C:14]([C:18]3[CH:23]=[C:22]([NH:24][CH2:25][CH2:26][C:27]4[CH:32]=[CH:31][C:30]([Cl:33])=[CH:29][C:28]=4[Cl:34])[N:21]=[C:20]([O:35][CH3:36])[N:19]=3)[CH:15]=2)[N:10]1[CH3:37])=[O:8])C. (5) Given the product [CH2:30]([O:37][CH:38]1[CH2:39][CH:40]([N:42]2[CH:46]=[C:45]([C:15]3[C:6]([O:5][CH:1]4[CH2:4][CH2:3][CH2:2]4)=[C:7]4[C:12](=[CH:13][CH:14]=3)[N:11]([C:25]([O:27][CH3:28])=[O:26])[C@@H:10]([CH3:29])[CH2:9][CH2:8]4)[CH:44]=[N:43]2)[CH2:41]1)[C:31]1[CH:32]=[CH:33][CH:34]=[CH:35][CH:36]=1, predict the reactants needed to synthesize it. The reactants are: [CH:1]1([O:5][C:6]2[C:15](B3OC(C)(C)C(C)(C)O3)=[CH:14][CH:13]=[C:12]3[C:7]=2[CH2:8][CH2:9][C@H:10]([CH3:29])[N:11]3[C:25]([O:27][CH3:28])=[O:26])[CH2:4][CH2:3][CH2:2]1.[CH2:30]([O:37][CH:38]1[CH2:41][CH:40]([N:42]2[CH:46]=[C:45](I)[CH:44]=[N:43]2)[CH2:39]1)[C:31]1[CH:36]=[CH:35][CH:34]=[CH:33][CH:32]=1.C(=O)([O-])[O-].[Na+].[Na+].O1CCOCC1. (6) The reactants are: [C:1]([N:4]1[CH2:9][CH2:8][C:7]2[O:10][C:11]([C:13]3[CH:18]=[CH:17][C:16]([OH:19])=[CH:15][CH:14]=3)=[N:12][C:6]=2[CH2:5]1)(=[O:3])[CH3:2].[K].CC1C=CC(S(O[C@H:32]2[CH2:35][C@@H:34]([N:36]3[CH2:41][CH2:40][CH2:39][CH2:38][CH2:37]3)[CH2:33]2)(=O)=O)=CC=1. Given the product [C:1]([N:4]1[CH2:9][CH2:8][C:7]2[O:10][C:11]([C:13]3[CH:18]=[CH:17][C:16]([O:19][C@H:32]4[CH2:35][C@H:34]([N:36]5[CH2:41][CH2:40][CH2:39][CH2:38][CH2:37]5)[CH2:33]4)=[CH:15][CH:14]=3)=[N:12][C:6]=2[CH2:5]1)(=[O:3])[CH3:2], predict the reactants needed to synthesize it. (7) Given the product [C:20]([C:13]1[C:14](=[O:19])[C:15]([O:17][CH3:18])=[CH:16][N:11]([C:6]2[CH:7]=[CH:8][CH:9]=[CH:10][C:5]=2[F:4])[N:12]=1)(=[O:21])[CH3:1], predict the reactants needed to synthesize it. The reactants are: [CH3:1][Mg+].[Br-].[F:4][C:5]1[CH:10]=[CH:9][CH:8]=[CH:7][C:6]=1[N:11]1[CH:16]=[C:15]([O:17][CH3:18])[C:14](=[O:19])[C:13]([C:20](N(OC)C)=[O:21])=[N:12]1.